This data is from NCI-60 drug combinations with 297,098 pairs across 59 cell lines. The task is: Regression. Given two drug SMILES strings and cell line genomic features, predict the synergy score measuring deviation from expected non-interaction effect. Drug 1: CCCCCOC(=O)NC1=NC(=O)N(C=C1F)C2C(C(C(O2)C)O)O. Drug 2: CNC(=O)C1=NC=CC(=C1)OC2=CC=C(C=C2)NC(=O)NC3=CC(=C(C=C3)Cl)C(F)(F)F. Cell line: NCI-H322M. Synergy scores: CSS=0.316, Synergy_ZIP=0.293, Synergy_Bliss=0.0828, Synergy_Loewe=-3.49, Synergy_HSA=-2.46.